This data is from Full USPTO retrosynthesis dataset with 1.9M reactions from patents (1976-2016). The task is: Predict the reactants needed to synthesize the given product. (1) Given the product [F:8][C:6]1[CH:5]=[C:4]([CH2:9][C:10]([NH:13][C@H:14]([C:16]([NH:18][CH:19]2[N:25]=[C:24]([C:26]3[CH:31]=[CH:30][C:29]([F:32])=[CH:28][CH:27]=3)[C:23]3[CH:33]=[CH:34][CH:35]=[CH:36][C:22]=3[N:21]([CH3:37])[C:20]2=[O:38])=[O:17])[CH3:15])=[O:12])[CH:3]=[C:2]([F:1])[CH:7]=1, predict the reactants needed to synthesize it. The reactants are: [F:1][C:2]1[CH:3]=[C:4]([CH2:9][C:10]([OH:12])=O)[CH:5]=[C:6]([F:8])[CH:7]=1.[NH2:13][C@H:14]([C:16]([NH:18][CH:19]1[N:25]=[C:24]([C:26]2[CH:31]=[CH:30][C:29]([F:32])=[CH:28][CH:27]=2)[C:23]2[CH:33]=[CH:34][CH:35]=[CH:36][C:22]=2[N:21]([CH3:37])[C:20]1=[O:38])=[O:17])[CH3:15]. (2) The reactants are: [C:1]1([S:7]([N:10]2[C:14]3=[N:15][CH:16]=[C:17]([N+:20]([O-:22])=[O:21])[C:18](Cl)=[C:13]3[CH:12]=[CH:11]2)(=[O:9])=[O:8])[CH:6]=[CH:5][CH:4]=[CH:3][CH:2]=1.[CH2:23]([N:30]1[CH2:35][CH2:34][C@H:33]([CH3:36])[C@H:32]([NH2:37])[CH2:31]1)[C:24]1[CH:29]=[CH:28][CH:27]=[CH:26][CH:25]=1.C(N(C(C)C)CC)(C)C. Given the product [C:1]1([S:7]([N:10]2[C:14]3=[N:15][CH:16]=[C:17]([N+:20]([O-:22])=[O:21])[C:18]([NH:37][C@H:32]4[C@@H:33]([CH3:36])[CH2:34][CH2:35][N:30]([CH2:23][C:24]5[CH:29]=[CH:28][CH:27]=[CH:26][CH:25]=5)[CH2:31]4)=[C:13]3[CH:12]=[CH:11]2)(=[O:9])=[O:8])[CH:6]=[CH:5][CH:4]=[CH:3][CH:2]=1, predict the reactants needed to synthesize it.